From a dataset of Forward reaction prediction with 1.9M reactions from USPTO patents (1976-2016). Predict the product of the given reaction. (1) The product is: [CH3:1][O:2][C:3]1[CH:4]=[C:5]([C:11]2[N:12]=[C:13]([NH:23][CH:24]3[CH2:26][CH2:25]3)[S:14][C:15]=2[C:16]2[CH:21]=[CH:20][N:19]=[C:18]([NH:47][C:30]3[CH:31]=[CH:32][C:33]([O:34][CH:35]4[CH2:40][CH2:39][N:38]([CH2:41][CH2:42][S:43]([CH3:46])(=[O:44])=[O:45])[CH2:37][CH2:36]4)=[C:28]([F:27])[CH:29]=3)[N:17]=2)[CH:6]=[C:7]([O:9][CH3:10])[CH:8]=1. Given the reactants [CH3:1][O:2][C:3]1[CH:4]=[C:5]([C:11]2[N:12]=[C:13]([NH:23][CH:24]3[CH2:26][CH2:25]3)[S:14][C:15]=2[C:16]2[CH:21]=[CH:20][N:19]=[C:18](Cl)[N:17]=2)[CH:6]=[C:7]([O:9][CH3:10])[CH:8]=1.[F:27][C:28]1[CH:29]=[C:30]([NH2:47])[CH:31]=[CH:32][C:33]=1[O:34][CH:35]1[CH2:40][CH2:39][N:38]([CH2:41][CH2:42][S:43]([CH3:46])(=[O:45])=[O:44])[CH2:37][CH2:36]1, predict the reaction product. (2) Given the reactants [Br:1][C:2]1[CH:3]=[C:4]([NH:8][CH3:9])[CH:5]=[N:6][CH:7]=1.[F:10][C:11]([F:23])([F:22])[C:12]1[CH:17]=[CH:16][C:15]([S:18](Cl)(=[O:20])=[O:19])=[CH:14][CH:13]=1.N1C=CC=CC=1, predict the reaction product. The product is: [Br:1][C:2]1[CH:3]=[C:4]([N:8]([CH3:9])[S:18]([C:15]2[CH:14]=[CH:13][C:12]([C:11]([F:10])([F:22])[F:23])=[CH:17][CH:16]=2)(=[O:20])=[O:19])[CH:5]=[N:6][CH:7]=1.